This data is from Catalyst prediction with 721,799 reactions and 888 catalyst types from USPTO. The task is: Predict which catalyst facilitates the given reaction. (1) The catalyst class is: 57. Reactant: [CH3:1][O:2][CH2:3][CH2:4][OH:5].CC(C)([O-])C.[Na+].Cl[C:13]1[N:21]=[C:20]2[C:16]([N:17]=[CH:18][N:19]2[CH:22]2[CH2:27][CH2:26][CH2:25][CH2:24][O:23]2)=[C:15]([NH2:28])[N:14]=1. Product: [CH3:1][O:2][CH2:3][CH2:4][O:5][C:13]1[N:21]=[C:20]2[C:16]([N:17]=[CH:18][N:19]2[CH:22]2[CH2:27][CH2:26][CH2:25][CH2:24][O:23]2)=[C:15]([NH2:28])[N:14]=1. (2) Reactant: CO[C:3]([C:5]1[C:9]([N:10]([C:18]([O:20][CH:21]([CH3:23])[CH3:22])=[O:19])[CH2:11][CH2:12][CH2:13][C:14]([O:16][CH3:17])=[O:15])=[CH:8][S:7][CH:6]=1)=[O:4].CC(C)([O-])C.[K+].Cl. Product: [CH3:17][O:16][C:14]([CH:13]1[CH2:12][CH2:11][N:10]([C:18]([O:20][CH:21]([CH3:22])[CH3:23])=[O:19])[C:9]2=[CH:8][S:7][CH:6]=[C:5]2[C:3]1=[O:4])=[O:15]. The catalyst class is: 11. (3) Reactant: Cl[C:2]1[C:3]2[CH:10]=[CH:9][N:8]([CH2:11][O:12][CH2:13][CH2:14][Si:15]([CH3:18])([CH3:17])[CH3:16])[C:4]=2[N:5]=[CH:6][N:7]=1.C(O)CCC.C([Si](C(C)C)(C(C)C)[N:28]1[CH:32]=[CH:31][C:30](B(O)O)=[CH:29]1)(C)C.C(=O)([O-])[O-].[K+].[K+]. Product: [NH:28]1[CH:32]=[CH:31][C:30]([C:2]2[C:3]3[CH:10]=[CH:9][N:8]([CH2:11][O:12][CH2:13][CH2:14][Si:15]([CH3:18])([CH3:17])[CH3:16])[C:4]=3[N:5]=[CH:6][N:7]=2)=[CH:29]1. The catalyst class is: 690. (4) Reactant: [Br:1][C:2]1[C:3]([NH:29][S:30]([CH3:33])(=[O:32])=[O:31])=[CH:4][C:5]2[O:9][C:8]([C:10]3[CH:11]=[N:12][C:13]([O:16][C:17]4[CH:22]=[CH:21][C:20]([F:23])=[CH:19][CH:18]=4)=[CH:14][CH:15]=3)=[C:7]([C:24]([NH:26][CH3:27])=[O:25])[C:6]=2[CH:28]=1.[C:34]([O-])([O-])=O.[K+].[K+].CI. Product: [Br:1][C:2]1[C:3]([N:29]([CH3:34])[S:30]([CH3:33])(=[O:31])=[O:32])=[CH:4][C:5]2[O:9][C:8]([C:10]3[CH:11]=[N:12][C:13]([O:16][C:17]4[CH:18]=[CH:19][C:20]([F:23])=[CH:21][CH:22]=4)=[CH:14][CH:15]=3)=[C:7]([C:24]([NH:26][CH3:27])=[O:25])[C:6]=2[CH:28]=1. The catalyst class is: 58. (5) Product: [NH2:21][C:19]([C:18]1[CH:17]=[C:16]([Cl:15])[N:24]=[C:23]([N:1]2[CH2:2][CH2:3][CH:4]([NH:7][C:8](=[O:14])[O:9][C:10]([CH3:11])([CH3:13])[CH3:12])[CH2:5][CH2:6]2)[CH:22]=1)=[O:20]. The catalyst class is: 25. Reactant: [NH:1]1[CH2:6][CH2:5][CH:4]([NH:7][C:8](=[O:14])[O:9][C:10]([CH3:13])([CH3:12])[CH3:11])[CH2:3][CH2:2]1.[Cl:15][C:16]1[CH:17]=[C:18]([CH:22]=[C:23](Cl)[N:24]=1)[C:19]([NH2:21])=[O:20].CN(C(C(C)C)C)C.O. (6) The catalyst class is: 113. Product: [Cl:1][C:2]1[C:3](=[O:18])[N:4]([CH2:9][C:10]2[CH:11]=[CH:12][C:13]([O:16][CH3:17])=[CH:14][CH:15]=2)[CH:5]=[C:22]([C:21]([O:20][CH3:19])=[O:28])[C:23]=1[C:24]([O:26][CH3:27])=[O:25]. Reactant: [Cl:1][C:2]1[C:3](=[O:18])[N:4]([CH2:9][C:10]2[CH:15]=[CH:14][C:13]([O:16][CH3:17])=[CH:12][CH:11]=2)[CH:5]=C(Cl)N=1.[CH3:19][O:20][C:21](=[O:28])[C:22]#[C:23][C:24]([O:26][CH3:27])=[O:25]. (7) Reactant: [CH3:1][O:2][C:3]1[CH:8]=[CH:7][CH:6]=[CH:5][C:4]=1[C:9]1[C:17]2[C:12](=[N:13][CH:14]=[C:15](B3OC(C)(C)C(C)(C)O3)[CH:16]=2)[N:11](S(C2C=CC(C)=CC=2)(=O)=O)[CH:10]=1.[NH2:37][C:38]1[CH:48]=[CH:47][C:46](Br)=[CH:45][C:39]=1[C:40]([N:42]([CH3:44])[CH3:43])=[O:41].C([O-])(O)=O.[Na+]. Product: [NH2:37][C:38]1[CH:48]=[CH:47][C:46]([C:15]2[CH:16]=[C:17]3[C:9]([C:4]4[CH:5]=[CH:6][CH:7]=[CH:8][C:3]=4[O:2][CH3:1])=[CH:10][NH:11][C:12]3=[N:13][CH:14]=2)=[CH:45][C:39]=1[C:40]([N:42]([CH3:44])[CH3:43])=[O:41]. The catalyst class is: 10.